Dataset: Reaction yield outcomes from USPTO patents with 853,638 reactions. Task: Predict the reaction yield, written as a fraction of the theoretical maximum amount of product (1.0 means a 100% yield; for example, 0.34 means a 34% yield). (1) The reactants are [NH2:1][C:2]1[N:7]=[C:6]([Cl:8])[C:5]([CH:9]=[O:10])=[C:4](Cl)[N:3]=1.CCN(C(C)C)C(C)C.[N:21]1([C:27]([O:29][C:30]([CH3:33])([CH3:32])[CH3:31])=[O:28])[CH2:26][CH2:25][NH:24][CH2:23][CH2:22]1. The catalyst is CN(C=O)C. The product is [NH2:1][C:2]1[N:3]=[C:4]([N:24]2[CH2:23][CH2:22][N:21]([C:27]([O:29][C:30]([CH3:33])([CH3:32])[CH3:31])=[O:28])[CH2:26][CH2:25]2)[C:5]([CH:9]=[O:10])=[C:6]([Cl:8])[N:7]=1. The yield is 1.00. (2) The reactants are Cl[C:2]1[CH:7]=[CH:6][N:5]=[CH:4][C:3]=1[N+:8]([O-:10])=[O:9].[CH3:11][C:12]([O:15][C:16]([NH:18][C@H:19]1[CH2:24][NH:23][CH2:22][CH2:21][CH2:20]1)=[O:17])([CH3:14])[CH3:13].C(N(C(C)C)CC)(C)C. No catalyst specified. The product is [N+:8]([C:3]1[CH:4]=[N:5][CH:6]=[CH:7][C:2]=1[N:23]1[CH2:22][CH2:21][CH2:20][C@@H:19]([NH:18][C:16](=[O:17])[O:15][C:12]([CH3:13])([CH3:11])[CH3:14])[CH2:24]1)([O-:10])=[O:9]. The yield is 0.990. (3) The reactants are [CH:1]1([CH2:4][O:5][C:6]2[CH:14]=[CH:13][C:12]([S:15]([CH3:18])(=[O:17])=[O:16])=[CH:11][C:7]=2[C:8]([OH:10])=O)[CH2:3][CH2:2]1.Cl.[CH3:20][S:21]([C:24]1[S:28][C:27]([N:29]2[CH2:34][CH2:33][NH:32][CH2:31][CH2:30]2)=[N:26][CH:25]=1)(=[O:23])=[O:22]. No catalyst specified. The product is [CH:1]1([CH2:4][O:5][C:6]2[CH:14]=[CH:13][C:12]([S:15]([CH3:18])(=[O:17])=[O:16])=[CH:11][C:7]=2[C:8]([N:32]2[CH2:33][CH2:34][N:29]([C:27]3[S:28][C:24]([S:21]([CH3:20])(=[O:23])=[O:22])=[CH:25][N:26]=3)[CH2:30][CH2:31]2)=[O:10])[CH2:2][CH2:3]1. The yield is 0.360.